Dataset: Forward reaction prediction with 1.9M reactions from USPTO patents (1976-2016). Task: Predict the product of the given reaction. Given the reactants [C:1]([C:3]1[C:12](B2OC(C)(C)C(C)(C)O2)=[CH:11][C:6]([C:7]([O:9][CH3:10])=[O:8])=[C:5]([OH:22])[C:4]=1[CH3:23])#[N:2].Cl[CH2:25][C:26]1[CH:31]=[CH:30][C:29]([N:32]2[CH:36]=[CH:35][CH:34]=[N:33]2)=[CH:28][CH:27]=1.O.O.O.P([O-])([O-])([O-])=O.[K+].[K+].[K+].O, predict the reaction product. The product is: [C:1]([C:3]1[C:12]([CH2:25][C:26]2[CH:27]=[CH:28][C:29]([N:32]3[CH:36]=[CH:35][CH:34]=[N:33]3)=[CH:30][CH:31]=2)=[CH:11][C:6]([C:7]([O:9][CH3:10])=[O:8])=[C:5]([OH:22])[C:4]=1[CH3:23])#[N:2].